Dataset: Reaction yield outcomes from USPTO patents with 853,638 reactions. Task: Predict the reaction yield, written as a fraction of the theoretical maximum amount of product (1.0 means a 100% yield; for example, 0.34 means a 34% yield). (1) The reactants are C(OC(=O)[C@@H](N(CC1C=CC=CC=1)CC1C=CC=CC=1)COC(F)F)C1C=CC=CC=1.[NH2:32][C@@H:33]([CH2:37][O:38][CH:39]([F:41])[F:40])[C:34]([OH:36])=[O:35].C(N[C@@H](COC(F)F)C(O)=O)C1C=CC=CC=1.C(=O)(O)[O-].[Na+].[C:64]([O:68][C:69](O[C:69]([O:68][C:64]([CH3:67])([CH3:66])[CH3:65])=[O:70])=[O:70])([CH3:67])([CH3:66])[CH3:65]. The catalyst is CO.CO.O.[OH-].[OH-].[Pd+2]. The product is [C:64]([O:68][C:69]([NH:32][C@@H:33]([CH2:37][O:38][CH:39]([F:41])[F:40])[C:34]([OH:36])=[O:35])=[O:70])([CH3:67])([CH3:66])[CH3:65]. The yield is 0.500. (2) The reactants are [CH2:1]([O:8][C:9]1[N:14]=[CH:13][C:12]([C:15]2[CH:20]=[CH:19][C:18]([CH2:21][C:22]([NH2:24])=[O:23])=[CH:17][C:16]=2[F:25])=[C:11]([O:26][CH2:27][CH3:28])[CH:10]=1)[C:2]1[CH:7]=[CH:6][CH:5]=[CH:4][CH:3]=1.Br[C:30]1[CH:37]=[CH:36][C:33]([C:34]#[N:35])=[C:32]([C:38]([F:41])([F:40])[F:39])[CH:31]=1.CC1(C)C2C(=C(P(C3C=CC=CC=3)C3C=CC=CC=3)C=CC=2)OC2C(P(C3C=CC=CC=3)C3C=CC=CC=3)=CC=CC1=2.C([O-])([O-])=O.[Cs+].[Cs+]. The catalyst is O1CCOCC1.C1C=CC(/C=C/C(/C=C/C2C=CC=CC=2)=O)=CC=1.C1C=CC(/C=C/C(/C=C/C2C=CC=CC=2)=O)=CC=1.C1C=CC(/C=C/C(/C=C/C2C=CC=CC=2)=O)=CC=1.[Pd].[Pd]. The product is [CH2:1]([O:8][C:9]1[N:14]=[CH:13][C:12]([C:15]2[CH:20]=[CH:19][C:18]([CH2:21][C:22]([NH:24][C:30]3[CH:37]=[CH:36][C:33]([C:34]#[N:35])=[C:32]([C:38]([F:39])([F:40])[F:41])[CH:31]=3)=[O:23])=[CH:17][C:16]=2[F:25])=[C:11]([O:26][CH2:27][CH3:28])[CH:10]=1)[C:2]1[CH:3]=[CH:4][CH:5]=[CH:6][CH:7]=1. The yield is 0.285. (3) The reactants are [O:1]=[S:2]1(=[O:12])[CH2:6][CH2:5][C:4]2[CH:7]=[C:8]([NH2:11])[CH:9]=[CH:10][C:3]1=2.[C:13]([C:15](=[CH:21]OCC)[C:16]([O:18][CH2:19][CH3:20])=[O:17])#[N:14].C(OCC)(=O)C. The catalyst is C(O)C. The product is [C:13]([CH:15](/[CH:21]=[N:11]/[C:8]1[CH:9]=[CH:10][C:3]2[S:2](=[O:12])(=[O:1])[CH2:6][CH2:5][C:4]=2[CH:7]=1)[C:16]([O:18][CH2:19][CH3:20])=[O:17])#[N:14]. The yield is 0.810. (4) The reactants are [Br:1][C:2]1[CH:13]=[CH:12][C:5]([CH2:6][NH:7][CH2:8][C@H:9]([OH:11])[CH3:10])=[CH:4][CH:3]=1.C(N(CC)CC)C.[C:21](N1C=CN=C1)(N1C=CN=C1)=[O:22]. The catalyst is C1COCC1.O. The product is [Br:1][C:2]1[CH:3]=[CH:4][C:5]([CH2:6][N:7]2[CH2:8][C@@H:9]([CH3:10])[O:11][C:21]2=[O:22])=[CH:12][CH:13]=1. The yield is 0.740. (5) The reactants are [CH2:1]([NH:8][C:9]([C:11]1[S:15][C:14]([C:16]2[CH:21]=[N:20][CH:19]=[C:18](I)[N:17]=2)=[N:13][C:12]=1[CH3:23])=[O:10])[C:2]1[CH:7]=[CH:6][CH:5]=[CH:4][CH:3]=1.C([O-])([O-])=O.[Na+].[Na+].[CH2:30](B1OC(C)(C)C(C)(C)O1)[C:31]1[CH:36]=[CH:35][CH:34]=[CH:33][CH:32]=1.O. The catalyst is COC.C1C=CC(P(C2C=CC=CC=2)[C-]2C=CC=C2)=CC=1.C1C=CC(P(C2C=CC=CC=2)[C-]2C=CC=C2)=CC=1.Cl[Pd]Cl.[Fe+2]. The product is [CH2:1]([NH:8][C:9]([C:11]1[S:15][C:14]([C:16]2[CH:21]=[N:20][CH:19]=[C:18]([CH2:30][C:31]3[CH:36]=[CH:35][CH:34]=[CH:33][CH:32]=3)[N:17]=2)=[N:13][C:12]=1[CH3:23])=[O:10])[C:2]1[CH:7]=[CH:6][CH:5]=[CH:4][CH:3]=1. The yield is 0.650. (6) The reactants are [S:1](=[O:5])(=O)([OH:3])[OH:2].[CH3:6][N:7]1[C:15]2[C:10](=[CH:11][CH:12]=[CH:13][CH:14]=2)[CH2:9][CH2:8]1. The catalyst is CCOCC.CO. The product is [CH3:6][N:7]1[C:15]2[C:10](=[CH:11][C:12]([S:1]([OH:3])(=[O:5])=[O:2])=[CH:13][CH:14]=2)[CH2:9][CH2:8]1. The yield is 0.160.